From a dataset of Forward reaction prediction with 1.9M reactions from USPTO patents (1976-2016). Predict the product of the given reaction. The product is: [Cl:25][C:24]1[C:23]2[C:18](=[CH:19][CH:20]=[CH:21][CH:22]=2)[N:17]=[CH:16][C:15]=1[NH:14][C:8](=[O:13])[CH2:9][CH2:10][CH2:11][CH3:12]. Given the reactants [C:8](O[C:8](=[O:13])[CH2:9][CH2:10][CH2:11][CH3:12])(=[O:13])[CH2:9][CH2:10][CH2:11][CH3:12].[NH2:14][C:15]1[CH:16]=[N:17][C:18]2[C:23]([C:24]=1[Cl:25])=[CH:22][CH:21]=[CH:20][CH:19]=2, predict the reaction product.